The task is: Predict the product of the given reaction.. This data is from Forward reaction prediction with 1.9M reactions from USPTO patents (1976-2016). (1) Given the reactants [N+:1]([C:4]1[CH:9]=[CH:8][C:7]([N:10]2[CH2:15][CH2:14][O:13][C@@H:12]([CH2:16][OH:17])[CH2:11]2)=[CH:6][CH:5]=1)([O-])=O.[Cl-].[NH4+].O, predict the reaction product. The product is: [NH2:1][C:4]1[CH:5]=[CH:6][C:7]([N:10]2[CH2:15][CH2:14][O:13][C@@H:12]([CH2:16][OH:17])[CH2:11]2)=[CH:8][CH:9]=1. (2) Given the reactants [Br:1][CH2:2][C:3](Br)=[O:4].[CH2:6]([NH:9][CH2:10][CH:11]=[CH2:12])[CH:7]=[CH2:8].CCN(CC)CC, predict the reaction product. The product is: [CH2:6]([N:9]([CH2:10][CH:11]=[CH2:12])[C:3](=[O:4])[CH2:2][Br:1])[CH:7]=[CH2:8]. (3) Given the reactants BrC1C=CC=C2C=1C(C1C(O)=CC3OCOC=3C=1)[C:5](=[O:16])N2CCCCC.[OH:27][C:28]1[CH:36]=[C:35]2[C:31]([CH2:32][CH2:33][CH2:34]2)=[CH:30][C:29]=1[CH:37]1[C:45]2[C:40](=[CH:41][CH:42]=[CH:43][CH:44]=2)[N:39]([CH2:46][C:47]([O:49][CH2:50][CH3:51])=[O:48])[C:38]1=[O:52], predict the reaction product. The product is: [OH:27][C:28]1[CH:36]=[C:35]2[C:31]([CH2:32][CH2:33][CH2:34]2)=[CH:30][C:29]=1[C:37]1([CH2:5][OH:16])[C:45]2[C:40](=[CH:41][CH:42]=[CH:43][CH:44]=2)[N:39]([CH2:46][C:47]([O:49][CH2:50][CH3:51])=[O:48])[C:38]1=[O:52]. (4) Given the reactants [NH:1]1[C:5]2=[N:6][CH:7]=[C:8]([NH2:10])[CH:9]=[C:4]2[CH:3]=[CH:2]1.[F:11][C:12]1[C:20]([NH:21][S:22]([CH2:25][CH2:26][CH3:27])(=[O:24])=[O:23])=[CH:19][CH:18]=[C:17]([F:28])[C:13]=1[C:14](O)=[O:15].CCN=C=NCCCN(C)C.C1C=CC2N(O)N=NC=2C=1, predict the reaction product. The product is: [F:11][C:12]1[C:20]([NH:21][S:22]([CH2:25][CH2:26][CH3:27])(=[O:23])=[O:24])=[CH:19][CH:18]=[C:17]([F:28])[C:13]=1[C:14]([NH:10][C:8]1[CH:9]=[C:4]2[CH:3]=[CH:2][NH:1][C:5]2=[N:6][CH:7]=1)=[O:15]. (5) Given the reactants [H-].[Na+].Cl[C:4]1[C:9]([CH2:10][NH:11][CH2:12][C@@H:13]([C:15]2[CH:20]=[CH:19][CH:18]=[CH:17][CH:16]=2)[OH:14])=[CH:8][CH:7]=[C:6]([Cl:21])[N:5]=1, predict the reaction product. The product is: [Cl:21][C:6]1[CH:7]=[CH:8][C:9]2[CH2:10][NH:11][CH2:12][C@@H:13]([C:15]3[CH:20]=[CH:19][CH:18]=[CH:17][CH:16]=3)[O:14][C:4]=2[N:5]=1. (6) Given the reactants [C:1]([C:3]1[CH:4]=[CH:5][C:6]([F:21])=[C:7]([C@:9]2([CH3:20])[CH2:14][C@@H:13]([C:15]([F:18])([F:17])[F:16])[O:12][C:11]([NH2:19])=[N:10]2)[CH:8]=1)#[CH:2].C1(C)C=CC=CC=1.[N:29]([C:32]1[CH:39]=[CH:38][C:35]([C:36]#[N:37])=[CH:34][N:33]=1)=[N+:30]=[N-:31], predict the reaction product. The product is: [NH2:19][C:11]1[O:12][C@H:13]([C:15]([F:18])([F:16])[F:17])[CH2:14][C@:9]([C:7]2[CH:8]=[C:3]([C:1]3[N:31]=[N:30][N:29]([C:32]4[CH:39]=[CH:38][C:35]([C:36]#[N:37])=[CH:34][N:33]=4)[CH:2]=3)[CH:4]=[CH:5][C:6]=2[F:21])([CH3:20])[N:10]=1.